Regression. Given two drug SMILES strings and cell line genomic features, predict the synergy score measuring deviation from expected non-interaction effect. From a dataset of NCI-60 drug combinations with 297,098 pairs across 59 cell lines. (1) Drug 1: CC1C(C(=O)NC(C(=O)N2CCCC2C(=O)N(CC(=O)N(C(C(=O)O1)C(C)C)C)C)C(C)C)NC(=O)C3=C4C(=C(C=C3)C)OC5=C(C(=O)C(=C(C5=N4)C(=O)NC6C(OC(=O)C(N(C(=O)CN(C(=O)C7CCCN7C(=O)C(NC6=O)C(C)C)C)C)C(C)C)C)N)C. Drug 2: CC1CCC2CC(C(=CC=CC=CC(CC(C(=O)C(C(C(=CC(C(=O)CC(OC(=O)C3CCCCN3C(=O)C(=O)C1(O2)O)C(C)CC4CCC(C(C4)OC)O)C)C)O)OC)C)C)C)OC. Cell line: COLO 205. Synergy scores: CSS=6.42, Synergy_ZIP=-0.900, Synergy_Bliss=1.81, Synergy_Loewe=0.352, Synergy_HSA=0.554. (2) Drug 1: CC12CCC3C(C1CCC2=O)CC(=C)C4=CC(=O)C=CC34C. Drug 2: CC1=C(C=C(C=C1)NC(=O)C2=CC=C(C=C2)CN3CCN(CC3)C)NC4=NC=CC(=N4)C5=CN=CC=C5. Cell line: RXF 393. Synergy scores: CSS=12.2, Synergy_ZIP=-1.99, Synergy_Bliss=-2.13, Synergy_Loewe=-4.44, Synergy_HSA=-1.95.